Dataset: Forward reaction prediction with 1.9M reactions from USPTO patents (1976-2016). Task: Predict the product of the given reaction. Given the reactants [CH3:1][C@H:2]1[N:7]([C:8]2[C:17]3[C:12](=[CH:13][CH:14]=[CH:15][CH:16]=3)[C:11]([C:18]3[CH:23]=[CH:22][C:21]([CH2:24][CH2:25][O:26]C4CCCCO4)=[CH:20][CH:19]=3)=[N:10][N:9]=2)[CH2:6][CH2:5][N:4]([C:33]([C:35]2[CH:40]=[CH:39][CH:38]=[CH:37][CH:36]=2)=[O:34])[CH2:3]1.C1(C)C=CC(S(O)(=O)=O)=CC=1.C([O-])([O-])=O.[K+].[K+], predict the reaction product. The product is: [OH:26][CH2:25][CH2:24][C:21]1[CH:22]=[CH:23][C:18]([C:11]2[C:12]3[C:17](=[CH:16][CH:15]=[CH:14][CH:13]=3)[C:8]([N:7]3[CH2:6][CH2:5][N:4]([C:33]([C:35]4[CH:36]=[CH:37][CH:38]=[CH:39][CH:40]=4)=[O:34])[CH2:3][C@H:2]3[CH3:1])=[N:9][N:10]=2)=[CH:19][CH:20]=1.